From a dataset of Experimentally validated miRNA-target interactions with 360,000+ pairs, plus equal number of negative samples. Binary Classification. Given a miRNA mature sequence and a target amino acid sequence, predict their likelihood of interaction. (1) The miRNA is mmu-miR-324-3p with sequence CCACUGCCCCAGGUGCUGCU. The protein sequence of the target gene is MGCTLSAEERAALERSKAIEKNLKEDGISAAKDVKLLLLGAGESGKSTIVKQMKIIHEDGFSGEDVKQYKPVVYSNTIQSLAAIVRAMDTLGVEYGDKERKTDSKMVCDVVSRMEDTEPFSAELLSAMMRLWGDSGIQECFNRSREYQLNDSAKYYLDSLDRIGAGDYQPTEQDILRTRVKTTGIVETHFTFKNLHFRLFDVGGQRSERKKWIHCFEDVTAIIFCVALSGYDQVLHEDETTNRMHESLMLFDSICNNKFFIDTSIILFLNKKDLFGEKIKKSPLTICFPEYPGSNTYEDA.... Result: 1 (interaction). (2) The protein sequence of the target gene is MIMSSYLMDSNYIDPKFPPCEEYSQNSYIPEHSPEYYGRTRESGFQHHHQELYPPPPPRPSYPERQYSCTSLQGPGNSRGHGPAQAGHHHPEKSQSLCEPAPLSGASASPSPAPPACSQPAPDHPSSAASKQPIVYPWMKKIHVSTVNPNYNGGEPKRSRTAYTRQQVLELEKEFHYNRYLTRRRRIEIAHSLCLSERQIKIWFQNRRMKWKKDHRLPNTKVRSAPPAGAAPSTLSAATPGTSEDHSQSATPPEQQRAEDITRL. Result: 0 (no interaction). The miRNA is hsa-miR-4449 with sequence CGUCCCGGGGCUGCGCGAGGCA.